Dataset: NCI-60 drug combinations with 297,098 pairs across 59 cell lines. Task: Regression. Given two drug SMILES strings and cell line genomic features, predict the synergy score measuring deviation from expected non-interaction effect. (1) Drug 1: CN(C)C1=NC(=NC(=N1)N(C)C)N(C)C. Drug 2: CC1=C(C(=O)C2=C(C1=O)N3CC4C(C3(C2COC(=O)N)OC)N4)N. Cell line: UACC62. Synergy scores: CSS=21.2, Synergy_ZIP=-12.9, Synergy_Bliss=-9.99, Synergy_Loewe=-56.8, Synergy_HSA=-10.5. (2) Drug 1: C1CCN(CC1)CCOC2=CC=C(C=C2)C(=O)C3=C(SC4=C3C=CC(=C4)O)C5=CC=C(C=C5)O. Drug 2: CCC1(CC2CC(C3=C(CCN(C2)C1)C4=CC=CC=C4N3)(C5=C(C=C6C(=C5)C78CCN9C7C(C=CC9)(C(C(C8N6C)(C(=O)OC)O)OC(=O)C)CC)OC)C(=O)OC)O.OS(=O)(=O)O. Cell line: OVCAR-8. Synergy scores: CSS=13.5, Synergy_ZIP=2.00, Synergy_Bliss=3.55, Synergy_Loewe=-45.3, Synergy_HSA=2.67. (3) Drug 1: COC1=NC(=NC2=C1N=CN2C3C(C(C(O3)CO)O)O)N. Drug 2: C1=NNC2=C1C(=O)NC=N2. Cell line: NCIH23. Synergy scores: CSS=-1.08, Synergy_ZIP=1.69, Synergy_Bliss=0.0483, Synergy_Loewe=-7.70, Synergy_HSA=-6.21. (4) Drug 1: CC1C(C(CC(O1)OC2CC(OC(C2O)C)OC3=CC4=CC5=C(C(=O)C(C(C5)C(C(=O)C(C(C)O)O)OC)OC6CC(C(C(O6)C)O)OC7CC(C(C(O7)C)O)OC8CC(C(C(O8)C)O)(C)O)C(=C4C(=C3C)O)O)O)O. Drug 2: COC1=C2C(=CC3=C1OC=C3)C=CC(=O)O2. Cell line: RXF 393. Synergy scores: CSS=10.2, Synergy_ZIP=-0.00144, Synergy_Bliss=-0.0502, Synergy_Loewe=-31.4, Synergy_HSA=-0.525. (5) Drug 1: CC=C1C(=O)NC(C(=O)OC2CC(=O)NC(C(=O)NC(CSSCCC=C2)C(=O)N1)C(C)C)C(C)C. Drug 2: C(CCl)NC(=O)N(CCCl)N=O. Cell line: ACHN. Synergy scores: CSS=40.8, Synergy_ZIP=1.59, Synergy_Bliss=-0.436, Synergy_Loewe=-45.1, Synergy_HSA=-0.909. (6) Drug 1: C1CCC(C1)C(CC#N)N2C=C(C=N2)C3=C4C=CNC4=NC=N3. Drug 2: CC1C(C(CC(O1)OC2CC(CC3=C2C(=C4C(=C3O)C(=O)C5=CC=CC=C5C4=O)O)(C(=O)C)O)N)O. Cell line: NCI/ADR-RES. Synergy scores: CSS=24.2, Synergy_ZIP=-0.683, Synergy_Bliss=7.50, Synergy_Loewe=-22.1, Synergy_HSA=6.61. (7) Drug 1: CCC1(CC2CC(C3=C(CCN(C2)C1)C4=CC=CC=C4N3)(C5=C(C=C6C(=C5)C78CCN9C7C(C=CC9)(C(C(C8N6C=O)(C(=O)OC)O)OC(=O)C)CC)OC)C(=O)OC)O.OS(=O)(=O)O. Drug 2: C1CCC(C(C1)N)N.C(=O)(C(=O)[O-])[O-].[Pt+4]. Cell line: ACHN. Synergy scores: CSS=24.6, Synergy_ZIP=0.336, Synergy_Bliss=-1.95, Synergy_Loewe=-4.09, Synergy_HSA=-3.31.